This data is from Cav3 T-type calcium channel HTS with 100,875 compounds. The task is: Binary Classification. Given a drug SMILES string, predict its activity (active/inactive) in a high-throughput screening assay against a specified biological target. (1) The compound is O(n1c2c([n+]([O-])c(c3cc(OC)c(OC)cc3)c1=O)cccc2)CC. The result is 0 (inactive). (2) The molecule is Fc1ccc(CN(C2=C(NCCc3ccccc3)C(=O)c3c(C2=O)cccc3)C(=O)C)cc1. The result is 0 (inactive). (3) The molecule is s1c(c2n(c(CCC(O)=O)cc2)CC(=O)Nc2c(cccc2)C(OC)=O)ccc1. The result is 0 (inactive). (4) The molecule is S=C(NC(CC)C(O)=O)NCc1ccccc1. The result is 0 (inactive). (5) The drug is O(C(C)(C)C)C(=O)C(NC(=O)c1nc[nH]c1C(=O)N(CC)CC)CC(C)C. The result is 0 (inactive). (6) The compound is O1N=C(CC21CC(N(C2)C(=O)c1c(c([N+]([O-])=O)cc([N+]([O-])=O)c1)C)C(=O)N)c1cc(NC(=O)/C(C)=C\C)ccc1. The result is 0 (inactive). (7) The compound is O=C(NC1CCCCC1)C1CCCN(C1)Cc1nc(oc1C)c1cc(ccc1)C. The result is 1 (active). (8) The compound is Brc1c(c2oc(nn2)CN(S(=O)(=O)c2c(F)cccc2)Cc2occc2)cccc1. The result is 0 (inactive).